This data is from Reaction yield outcomes from USPTO patents with 853,638 reactions. The task is: Predict the reaction yield, written as a fraction of the theoretical maximum amount of product (1.0 means a 100% yield; for example, 0.34 means a 34% yield). The reactants are [F:1][C:2]([F:32])([F:31])[C:3]1([CH2:7][N:8]2[CH2:13][CH2:12][CH:11]([CH2:14][O:15][C:16]3[N:21]=[CH:20][C:19]([C:22]4[CH:30]=[CH:29][C:25]([C:26](O)=[O:27])=[CH:24][CH:23]=4)=[CH:18][CH:17]=3)[CH2:10][CH2:9]2)[CH2:6][CH2:5][CH2:4]1.[NH:33]1[CH2:37][CH2:36][C@H:35]([OH:38])[CH2:34]1.F[P-](F)(F)(F)(F)F.N1(O[P+](N(C)C)(N(C)C)N(C)C)C2C=CC=CC=2N=N1.O. The catalyst is CN(C=O)C. The product is [OH:38][C@H:35]1[CH2:36][CH2:37][N:33]([C:26]([C:25]2[CH:24]=[CH:23][C:22]([C:19]3[CH:20]=[N:21][C:16]([O:15][CH2:14][CH:11]4[CH2:12][CH2:13][N:8]([CH2:7][C:3]5([C:2]([F:32])([F:1])[F:31])[CH2:6][CH2:5][CH2:4]5)[CH2:9][CH2:10]4)=[CH:17][CH:18]=3)=[CH:30][CH:29]=2)=[O:27])[CH2:34]1. The yield is 0.380.